From a dataset of Reaction yield outcomes from USPTO patents with 853,638 reactions. Predict the reaction yield, written as a fraction of the theoretical maximum amount of product (1.0 means a 100% yield; for example, 0.34 means a 34% yield). (1) The reactants are C(O[C:6]([CH:8]([NH:29][C:30](=[O:36])[O:31][C:32]([CH3:35])([CH3:34])[CH3:33])[CH2:9][C@H:10]([CH2:14][C:15]1[CH:20]=[CH:19][C:18](CC)=[C:17]([O:23][CH2:24][CH2:25][CH2:26][O:27][CH3:28])[CH:16]=1)[CH:11]([CH3:13])[CH3:12])=[O:7])(C)(C)C.[H-].C([Al+]CC(C)C)C(C)C.C1C[O:50][CH2:49]C1. No catalyst specified. The product is [CH3:28][O:27][CH2:26][CH2:25][CH2:24][O:23][C:17]1[CH:16]=[C:15]([CH:20]=[CH:19][C:18]=1[O:50][CH3:49])[CH2:14][C@H:10]([CH:11]([CH3:13])[CH3:12])[CH2:9][CH:8]([NH:29][C:30](=[O:36])[O:31][C:32]([CH3:33])([CH3:35])[CH3:34])[CH2:6][OH:7]. The yield is 0.830. (2) The reactants are [CH3:1][C:2]1[CH:3]=[C:4]([CH:6]=[CH:7][C:8]=1[O:9][C:10]1[CH:11]=[N:12][C:13]([CH3:16])=[CH:14][CH:15]=1)[NH2:5].Cl[C:18]1[C:27]2[C:22](=[CH:23][CH:24]=[C:25]([O:28][CH:29]3[CH2:34][CH2:33][N:32](C(OC(C)(C)C)=O)[CH2:31][CH2:30]3)[CH:26]=2)[N:21]=[CH:20][N:19]=1. No catalyst specified. The product is [CH3:1][C:2]1[CH:3]=[C:4]([NH:5][C:18]2[C:27]3[C:22](=[CH:23][CH:24]=[C:25]([O:28][CH:29]4[CH2:34][CH2:33][NH:32][CH2:31][CH2:30]4)[CH:26]=3)[N:21]=[CH:20][N:19]=2)[CH:6]=[CH:7][C:8]=1[O:9][C:10]1[CH:11]=[N:12][C:13]([CH3:16])=[CH:14][CH:15]=1. The yield is 0.930. (3) The reactants are [F:1][C:2]([F:15])([F:14])[C:3]1[C:11]([C:12]#[N:13])=[CH:10][CH:9]=[C:8]2[C:4]=1[CH:5]=[CH:6][NH:7]2.C1C(=O)N([Cl:23])C(=O)C1. The catalyst is CN(C=O)C. The product is [Cl:23][C:5]1[C:4]2[C:8](=[CH:9][CH:10]=[C:11]([C:12]#[N:13])[C:3]=2[C:2]([F:14])([F:1])[F:15])[NH:7][CH:6]=1. The yield is 0.820.